This data is from Drug-target binding data from BindingDB using Ki measurements. The task is: Regression. Given a target protein amino acid sequence and a drug SMILES string, predict the binding affinity score between them. We predict pKi (pKi = -log10(Ki in M); higher means stronger inhibition). Dataset: bindingdb_ki. (1) The small molecule is C[N+](C)(C)CCOC(N)=O. The target protein (P10980) has sequence MNNSTNSSNNGLAITSPYKTFEVVFIVLVAGSLSLVTIIGNILVMVSIKVNRHLQTVNNYFLFSLACADLIIGVFSMNLYTLYTVIGYWPLGPVVCDLWLALDYVVSNASVMNLLIISFDRYFCVTKPLTYPVKRTTKMAGMMIAAAWVLSFILWAPAILFWQFIVGVRTVEDGECYIQFFSNAAVTFGTAIAAFYLPVIIMTVLYWHISRASKSRIKKEKKEPVANQDPVSPSLVQGRIVKPNNNNMPGGDGGLEHNKIQNGKAPRDGVTENCVQGEEKESSNDSTSVSAVASNMRDDEITQDENTVSTSLGHSRDDNSKQTCIKIVTKAQKGDVCTPTSTTVELVGSSGQNGDEKQNIVARKIVKMTKQPAKKKPPPSREKKVTRTILAILLAFIITWAPYNVMVLINTFCAPCIPNTVWTIGYWLCYINSTINPACYALCNATFKKTFKHLLMCHYKNIGATR. The pKi is 5.0. (2) The drug is O=C[C@H](O)[C@@H](O)[C@H](O[C@@H]1O[C@H](CO)[C@@H](O[C@@H]2O[C@H](CO)[C@@H](O[C@@H]3O[C@H](CO)[C@@H](O[C@@H]4O[C@H](CO)[C@@H](O[C@@H]5O[C@H](CO)[C@@H](O)[C@H](O)[C@H]5O)[C@H](O)[C@H]4O)[C@H](O)[C@H]3O)[C@H](O)[C@H]2O)[C@H](O)[C@H]1O)[C@H](O)CO. The target protein (P43316) has sequence ADGRSTRYWDCCKPSCGWAKKAPVNQPVFSCNANFQRITDFDAKSGCEPGGVAYSCADQTPWAVNDDFALGFAATSIAGSNEAGWCCACYELTFTSGPVAGKKMVVQSTSTGGDLGSNHFDLNIPGGGVGIFDGCTPQFGGLPGQRYGGISSRNECDRFPDALKPGCYWRFDWFKNADNPSFSFRQVQCPAELVARTGCRRNDDGNFPAVQIP. The pKi is 3.4.